From a dataset of Reaction yield outcomes from USPTO patents with 853,638 reactions. Predict the reaction yield, written as a fraction of the theoretical maximum amount of product (1.0 means a 100% yield; for example, 0.34 means a 34% yield). (1) The reactants are [NH2:1][C:2]1[CH:28]=[CH:27][C:5]([O:6][C:7]2[N:12]=[CH:11][N:10]=[C:9]([NH:13][C:14]([N:16]3[CH2:21][CH2:20][CH:19]([N:22]4[CH2:26][CH2:25][CH2:24][CH2:23]4)[CH2:18][CH2:17]3)=[O:15])[CH:8]=2)=[C:4]([F:29])[CH:3]=1.CC1(C)C2(CS(O)(=O)=O)C(CC1CC2)=O.[F:45][C:46]1[CH:51]=[CH:50][C:49]([CH2:52][C:53]([N:55]=[C:56]=[S:57])=[O:54])=[CH:48][CH:47]=1.C(=O)([O-])O.[Na+]. The catalyst is C(O)C.C1(C)C=CC=CC=1.C(OCC)(=O)C. The product is [F:29][C:4]1[CH:3]=[C:2]([NH:1][C:56]([NH:55][C:53](=[O:54])[CH2:52][C:49]2[CH:50]=[CH:51][C:46]([F:45])=[CH:47][CH:48]=2)=[S:57])[CH:28]=[CH:27][C:5]=1[O:6][C:7]1[N:12]=[CH:11][N:10]=[C:9]([NH:13][C:14]([N:16]2[CH2:21][CH2:20][CH:19]([N:22]3[CH2:26][CH2:25][CH2:24][CH2:23]3)[CH2:18][CH2:17]2)=[O:15])[CH:8]=1. The yield is 0.340. (2) The reactants are [Cl:1][C:2]1[CH:3]=[C:4]([CH:8]2[C:12]([C:15]3[CH:20]=[CH:19][C:18]([Cl:21])=[CH:17][CH:16]=3)([C:13]#[N:14])[CH:11]([CH2:22][C:23]([CH3:26])([CH3:25])[CH3:24])[NH:10][CH:9]2[C:27]([OH:29])=O)[CH:5]=[CH:6][CH:7]=1.[C:30]([C:34]1[CH:41]=[CH:40][C:37]([CH2:38][NH2:39])=[CH:36][CH:35]=1)([CH3:33])([CH3:32])[CH3:31].CN(C(ON1N=NC2C=CC=NC1=2)=[N+](C)C)C.F[P-](F)(F)(F)(F)F.CCN(C(C)C)C(C)C. The catalyst is C(Cl)Cl. The product is [C:30]([C:34]1[CH:35]=[CH:36][C:37]([CH2:38][NH:39][C:27]([CH:9]2[CH:8]([C:4]3[CH:5]=[CH:6][CH:7]=[C:2]([Cl:1])[CH:3]=3)[C:12]([C:15]3[CH:16]=[CH:17][C:18]([Cl:21])=[CH:19][CH:20]=3)([C:13]#[N:14])[CH:11]([CH2:22][C:23]([CH3:25])([CH3:24])[CH3:26])[NH:10]2)=[O:29])=[CH:40][CH:41]=1)([CH3:33])([CH3:31])[CH3:32]. The yield is 0.362. (3) The reactants are FC(F)(F)C([N:5]1[CH:10]2[CH2:11][CH2:12][CH:6]1[CH2:7][CH:8]([CH:13]1[C:26]3[CH:25]=[CH:24][C:23]([C:27]4[NH:31][N:30]=[N:29][N:28]=4)=[CH:22][C:21]=3[O:20][C:19]3[C:14]1=[CH:15][CH:16]=[CH:17][CH:18]=3)[CH2:9]2)=O.[OH-].[Na+]. The catalyst is CO. The product is [NH:31]1[C:27]([C:23]2[CH:24]=[CH:25][C:26]3[CH:13]([CH:8]4[CH2:9][CH:10]5[NH:5][CH:6]([CH2:12][CH2:11]5)[CH2:7]4)[C:14]4[C:19]([O:20][C:21]=3[CH:22]=2)=[CH:18][CH:17]=[CH:16][CH:15]=4)=[N:28][N:29]=[N:30]1. The yield is 0.640. (4) The reactants are [S:1]1[CH:5]=[CH:4][CH:3]=[C:2]1[C:6](Cl)=[O:7].[CH2:9]([NH2:11])[CH3:10]. The yield is 0.900. The product is [CH2:9]([NH:11][C:6]([C:2]1[S:1][CH:5]=[CH:4][CH:3]=1)=[O:7])[CH3:10]. The catalyst is ClCCl.CCN(CC)CC. (5) The reactants are [NH:1]1[CH2:6][CH2:5][O:4][CH2:3][CH2:2]1.[F:7][C:8]1[CH:9]=[C:10]([N+:16]([O-:18])=[O:17])[CH:11]=[C:12]([F:15])[C:13]=1F. The catalyst is C(#N)C. The product is [F:7][C:8]1[CH:9]=[C:10]([N+:16]([O-:18])=[O:17])[CH:11]=[C:12]([F:15])[C:13]=1[N:1]1[CH2:6][CH2:5][O:4][CH2:3][CH2:2]1. The yield is 0.880. (6) The reactants are C[O-].[Na+].[Na].[NH:5]1[C:13]2[C:8](=[CH:9][C:10]([CH:14]=O)=[CH:11][CH:12]=2)[CH:7]=[CH:6]1.[N:16]([CH2:19][C:20]([O:22][CH3:23])=[O:21])=[N+:17]=[N-:18]. The catalyst is O.CO. The product is [N:16](/[C:19](=[CH:14]\[C:10]1[CH:9]=[C:8]2[C:13](=[CH:12][CH:11]=1)[NH:5][CH:6]=[CH:7]2)/[C:20]([O:22][CH3:23])=[O:21])=[N+:17]=[N-:18]. The yield is 0.770. (7) The reactants are [C:1]([O:5][C:6]([N:8]1[CH:12]=[CH:11][CH:10]=[C:9]1B(O)O)=[O:7])([CH3:4])([CH3:3])[CH3:2].C(=O)([O-])[O-].[Na+].[Na+].Br[C:23]1[CH:28]=[CH:27][C:26]([CH2:29][CH2:30][OH:31])=[CH:25][CH:24]=1.C(=O)([O-])O.[Na+]. The catalyst is Cl[Pd](Cl)([P](C1C=CC=CC=1)(C1C=CC=CC=1)C1C=CC=CC=1)[P](C1C=CC=CC=1)(C1C=CC=CC=1)C1C=CC=CC=1.C1COCC1. The product is [OH:31][CH2:30][CH2:29][C:26]1[CH:27]=[CH:28][C:23]([C:9]2[N:8]([C:6]([O:5][C:1]([CH3:4])([CH3:3])[CH3:2])=[O:7])[CH:12]=[CH:11][CH:10]=2)=[CH:24][CH:25]=1. The yield is 0.730.